This data is from Reaction yield outcomes from USPTO patents with 853,638 reactions. The task is: Predict the reaction yield, written as a fraction of the theoretical maximum amount of product (1.0 means a 100% yield; for example, 0.34 means a 34% yield). The reactants are [F:1][C:2]1[CH:10]=[CH:9][CH:8]=[C:7]2[C:3]=1[C:4]([CH2:12][NH:13][CH3:14])=[CH:5][N:6]2[CH3:11].CNCC1C2C=CC=CC=2N2CCCC=12.[NH2:30][C:31]1[N:36]=[CH:35][C:34](/[CH:37]=[CH:38]/[C:39]([OH:41])=O)=[CH:33][CH:32]=1.Cl.O=C1NC2N=CC(/C=C/C(O)=O)=CC=2CC1. No catalyst specified. The product is [NH2:30][C:31]1[N:36]=[CH:35][C:34](/[CH:37]=[CH:38]/[C:39]([N:13]([CH2:12][C:4]2[C:3]3[C:7](=[CH:8][CH:9]=[CH:10][C:2]=3[F:1])[N:6]([CH3:11])[CH:5]=2)[CH3:14])=[O:41])=[CH:33][CH:32]=1. The yield is 0.370.